From a dataset of M1 muscarinic receptor agonist screen with 61,833 compounds. Binary Classification. Given a drug SMILES string, predict its activity (active/inactive) in a high-throughput screening assay against a specified biological target. (1) The drug is O1CCN(CC1)CC(=O)Nc1c(OC)cc(NC(=O)c2ccc(cc2)C)c(OC)c1. The result is 0 (inactive). (2) The molecule is Fc1ccc(C(=O)N2CCC(O)(CC2)c2cccnc2)cc1. The result is 0 (inactive). (3) The compound is O(c1c(C\2N(C(=O)C(=O)C2=C(/O)c2cc(OC)ccc2)c2ncccc2)cccc1)C. The result is 0 (inactive). (4) The compound is O=C(Nn1c(cc2c1cccc2)c1ccccc1)C. The result is 0 (inactive). (5) The compound is S(CN1CCCCCC1=O)c1sc2c(n1)cccc2. The result is 0 (inactive).